Predict the reactants needed to synthesize the given product. From a dataset of Full USPTO retrosynthesis dataset with 1.9M reactions from patents (1976-2016). (1) Given the product [F:1][C:2]1[CH:7]=[CH:6][C:5]([S:40]([Cl:39])(=[O:42])=[O:41])=[C:4]([O:9][CH2:10][CH2:11][C:12]2[C:21]3[C:16](=[CH:17][CH:18]=[CH:19][CH:20]=3)[CH:15]=[CH:14][CH:13]=2)[CH:3]=1, predict the reactants needed to synthesize it. The reactants are: [F:1][C:2]1[CH:7]=[CH:6][C:5](N)=[C:4]([O:9][CH2:10][CH2:11][C:12]2[C:21]3[C:16](=[CH:17][CH:18]=[CH:19][CH:20]=3)[CH:15]=[CH:14][CH:13]=2)[CH:3]=1.B(F)(F)F.CCOCC.N(OC(C)(C)C)=O.[Li+].[Cl-:39].[S:40](=[O:42])=[O:41]. (2) The reactants are: Cl[C:2]1[CH:3]=[CH:4][C:5]2[N:6]([C:8]([C@H:11]([C:13]3[C:14]([F:24])=[C:15]4[C:20](=[CH:21][C:22]=3[F:23])[N:19]=[CH:18][CH:17]=[CH:16]4)[CH3:12])=[CH:9][N:10]=2)[N:7]=1.[CH3:25][C@@H:26]1[NH:31][CH2:30][CH2:29][NH:28][C:27]1=[O:32]. Given the product [F:24][C:14]1[C:13]([C@@H:11]([C:8]2[N:6]3[N:7]=[C:2]([N:31]4[CH2:30][CH2:29][NH:28][C:27](=[O:32])[C@@H:26]4[CH3:25])[CH:3]=[CH:4][C:5]3=[N:10][CH:9]=2)[CH3:12])=[C:22]([F:23])[CH:21]=[C:20]2[C:15]=1[CH:16]=[CH:17][CH:18]=[N:19]2, predict the reactants needed to synthesize it.